From a dataset of Forward reaction prediction with 1.9M reactions from USPTO patents (1976-2016). Predict the product of the given reaction. (1) Given the reactants [C:1]([N:4]([CH3:20])[C:5]1[CH:10]=[CH:9][C:8]([NH:11][C:12](=[O:19])OCC(Cl)(Cl)Cl)=[CH:7][CH:6]=1)(=[O:3])[CH3:2].[C:21]1([C:27]2[N:28]=[C:29]([N:32]3[CH2:37][CH2:36][NH:35][CH2:34][CH2:33]3)[S:30][CH:31]=2)[CH:26]=[CH:25][CH:24]=[CH:23][CH:22]=1.C(N(C(C)C)CC)(C)C.CS(C)=O, predict the reaction product. The product is: [C:1]([N:4]([CH3:20])[C:5]1[CH:6]=[CH:7][C:8]([NH:11][C:12]([N:35]2[CH2:36][CH2:37][N:32]([C:29]3[S:30][CH:31]=[C:27]([C:21]4[CH:26]=[CH:25][CH:24]=[CH:23][CH:22]=4)[N:28]=3)[CH2:33][CH2:34]2)=[O:19])=[CH:9][CH:10]=1)(=[O:3])[CH3:2]. (2) The product is: [OH:9][CH2:10][C:11]1[N:15]([CH2:16][CH:17]([CH3:19])[CH3:18])[CH:14]=[N:13][CH:12]=1. Given the reactants [N+]([O-])(O)=O.N([O-])=O.[Na+].[OH:9][CH2:10][C:11]1[N:15]([CH2:16][CH:17]([CH3:19])[CH3:18])[C:14](S)=[N:13][CH:12]=1.C(=O)([O-])[O-].[K+].[K+], predict the reaction product. (3) Given the reactants C([O-])(=O)C.[K+].[B:15]1([B:15]2[O:19][C:18]([CH3:21])([CH3:20])[C:17]([CH3:23])([CH3:22])[O:16]2)[O:19][C:18]([CH3:21])([CH3:20])[C:17]([CH3:23])([CH3:22])[O:16]1.Br[C:25]1[CH:26]=[CH:27][C:28]([O:31][CH2:32][C:33]([CH3:39])([CH3:38])[C:34]([O:36][CH3:37])=[O:35])=[N:29][CH:30]=1, predict the reaction product. The product is: [CH3:38][C:33]([CH3:39])([CH2:32][O:31][C:28]1[CH:27]=[CH:26][C:25]([B:15]2[O:16][C:17]([CH3:22])([CH3:23])[C:18]([CH3:20])([CH3:21])[O:19]2)=[CH:30][N:29]=1)[C:34]([O:36][CH3:37])=[O:35]. (4) Given the reactants Cl[C:2]1[N:3]=[C:4]([N:15]2[CH2:20][CH2:19][O:18][CH2:17][CH2:16]2)[C:5]2[S:10][C:9]([C:11]([OH:14])([CH3:13])[CH3:12])=[CH:8][C:6]=2[N:7]=1.[CH3:21][N:22]([C:30]1[N:35]=[CH:34][C:33](B2OC(C)(C)C(C)(C)O2)=[CH:32][N:31]=1)C(=O)OC(C)(C)C, predict the reaction product. The product is: [CH3:21][NH:22][C:30]1[N:35]=[CH:34][C:33]([C:2]2[N:3]=[C:4]([N:15]3[CH2:20][CH2:19][O:18][CH2:17][CH2:16]3)[C:5]3[S:10][C:9]([C:11]([OH:14])([CH3:13])[CH3:12])=[CH:8][C:6]=3[N:7]=2)=[CH:32][N:31]=1.